This data is from Peptide-MHC class I binding affinity with 185,985 pairs from IEDB/IMGT. The task is: Regression. Given a peptide amino acid sequence and an MHC pseudo amino acid sequence, predict their binding affinity value. This is MHC class I binding data. (1) The peptide sequence is NHINVELGL. The MHC is Mamu-A07 with pseudo-sequence Mamu-A07. The binding affinity (normalized) is 0.522. (2) The peptide sequence is HMSEFMECNL. The MHC is HLA-A02:02 with pseudo-sequence HLA-A02:02. The binding affinity (normalized) is 0.694. (3) The peptide sequence is TLLQAAPTL. The MHC is HLA-A02:01 with pseudo-sequence HLA-A02:01. The binding affinity (normalized) is 0.638. (4) The peptide sequence is LEFNSSLAI. The MHC is HLA-A26:01 with pseudo-sequence HLA-A26:01. The binding affinity (normalized) is 0.0847. (5) The peptide sequence is LIPETVPYI. The MHC is HLA-A68:02 with pseudo-sequence HLA-A68:02. The binding affinity (normalized) is 0.521. (6) The binding affinity (normalized) is 0.0847. The MHC is HLA-A01:01 with pseudo-sequence HLA-A01:01. The peptide sequence is VMLDWGIEL. (7) The peptide sequence is DTRGIFSAY. The MHC is HLA-B15:17 with pseudo-sequence HLA-B15:17. The binding affinity (normalized) is 0.0847.